This data is from Full USPTO retrosynthesis dataset with 1.9M reactions from patents (1976-2016). The task is: Predict the reactants needed to synthesize the given product. (1) Given the product [Si:1]([O:8][C@H:9]1[C@H:13]([CH3:14])[N:12]([C:19]2[CH:26]=[CH:25][C:22]([C:23]#[N:24])=[C:21]([C:27]([F:28])([F:30])[F:29])[CH:20]=2)[C:11](=[O:15])[C:10]1([CH3:16])[CH3:17])([C:4]([CH3:7])([CH3:6])[CH3:5])([CH3:3])[CH3:2], predict the reactants needed to synthesize it. The reactants are: [Si:1]([O:8][C@H:9]1[C@H:13]([CH3:14])[NH:12][C:11](=[O:15])[C:10]1([CH3:17])[CH3:16])([C:4]([CH3:7])([CH3:6])[CH3:5])([CH3:3])[CH3:2].I[C:19]1[CH:26]=[CH:25][C:22]([C:23]#[N:24])=[C:21]([C:27]([F:30])([F:29])[F:28])[CH:20]=1.C(=O)([O-])[O-].[Cs+].[Cs+].C1(P(C2C=CC=CC=2)C2C3OC4C(=CC=CC=4P(C4C=CC=CC=4)C4C=CC=CC=4)C(C)(C)C=3C=CC=2)C=CC=CC=1. (2) The reactants are: [CH3:1][O:2][C:3]1[CH:4]=[CH:5][C:6]([NH:11][C:12]2[C:13]3[N:14]([N:40]=[CH:41][N:42]=3)[CH:15]=[C:16]([C:18]3[CH:19]=[C:20]([CH:37]=[CH:38][CH:39]=3)[C:21]([NH:23][C:24]3[CH:36]=[CH:35][C:27]([C:28]([O:30]C(C)(C)C)=[O:29])=[CH:26][CH:25]=3)=[O:22])[CH:17]=2)=[N:7][C:8]=1[O:9][CH3:10].[F:43][C:44]([F:49])([F:48])[C:45]([OH:47])=[O:46]. Given the product [F:43][C:44]([F:49])([F:48])[C:45]([OH:47])=[O:46].[CH3:1][O:2][C:3]1[CH:4]=[CH:5][C:6]([NH:11][C:12]2[C:13]3[N:14]([N:40]=[CH:41][N:42]=3)[CH:15]=[C:16]([C:18]3[CH:19]=[C:20]([CH:37]=[CH:38][CH:39]=3)[C:21]([NH:23][C:24]3[CH:36]=[CH:35][C:27]([C:28]([OH:30])=[O:29])=[CH:26][CH:25]=3)=[O:22])[CH:17]=2)=[N:7][C:8]=1[O:9][CH3:10], predict the reactants needed to synthesize it. (3) Given the product [O:31]=[C:29]([CH3:30])[CH2:28][CH2:27][O:13][C:12]([C:4]1[C:2](=[O:3])[O:1][C:11]2[C:6]([CH:5]=1)=[CH:7][CH:8]=[CH:9][CH:10]=2)=[O:14], predict the reactants needed to synthesize it. The reactants are: [O:1]1[C:11]2[C:6](=[CH:7][CH:8]=[CH:9][CH:10]=2)[CH:5]=[C:4]([C:12]([OH:14])=[O:13])[C:2]1=[O:3].C1(C)C=CC(S(O)(=O)=O)=CC=1.O[CH2:27][CH2:28][C:29](=[O:31])[CH3:30]. (4) Given the product [O:42]=[C:17]1[C:16]([CH2:15][C:12]2[CH:11]=[CH:10][C:9]([C:4]3[C:3]([C:1]#[N:2])=[CH:8][CH:7]=[CH:6][CH:5]=3)=[CH:14][CH:13]=2)=[C:21]([CH2:22][CH2:23][CH3:24])[N:20]2[N:25]=[CH:26][CH:27]=[C:19]2[N:18]1[C@H:28]1[CH2:33][CH2:32][C@H:31]([O:34][CH2:35][C:36](=[O:37])[CH3:43])[CH2:30][CH2:29]1, predict the reactants needed to synthesize it. The reactants are: [C:1]([C:3]1[CH:8]=[CH:7][CH:6]=[CH:5][C:4]=1[C:9]1[CH:14]=[CH:13][C:12]([CH2:15][C:16]2[C:17](=[O:42])[N:18]([C@H:28]3[CH2:33][CH2:32][C@H:31]([O:34][CH2:35][C:36](N(OC)C)=[O:37])[CH2:30][CH2:29]3)[C:19]3[N:20]([N:25]=[CH:26][CH:27]=3)[C:21]=2[CH2:22][CH2:23][CH3:24])=[CH:11][CH:10]=1)#[N:2].[CH3:43][Mg]Br.C(OCC)(=O)C. (5) Given the product [Cl:3][C:11]1[CH2:16][CH2:15][CH2:14][CH2:13][C:12]=1[CH:8]=[O:9], predict the reactants needed to synthesize it. The reactants are: P(Cl)(Cl)([Cl:3])=O.CN(C)[CH:8]=[O:9].[C:11]1(=O)[CH2:16][CH2:15][CH2:14][CH2:13][CH2:12]1. (6) The reactants are: I[C:2]1[CH:3]=[C:4]([C:10]([CH3:17])([CH3:16])[CH2:11][C:12]([O:14][CH3:15])=[O:13])[CH:5]=[CH:6][C:7]=1[O:8][CH3:9].[B:18]1([B:18]2[O:22][C:21]([CH3:24])([CH3:23])[C:20]([CH3:26])([CH3:25])[O:19]2)[O:22][C:21]([CH3:24])([CH3:23])[C:20]([CH3:26])([CH3:25])[O:19]1.C([O-])(=O)C.[K+].CS(C)=O. Given the product [CH3:9][O:8][C:7]1[CH:6]=[CH:5][C:4]([C:10]([CH3:17])([CH3:16])[CH2:11][C:12]([O:14][CH3:15])=[O:13])=[CH:3][C:2]=1[B:18]1[O:22][C:21]([CH3:24])([CH3:23])[C:20]([CH3:26])([CH3:25])[O:19]1, predict the reactants needed to synthesize it. (7) Given the product [Cl:30][C:31]1[CH:32]=[C:33]([CH:34]=[CH:35][C:36]=1[F:37])[NH:38][C:39]1[C:48]2[C:43](=[CH:44][C:45]([O:56][CH3:57])=[CH:46][C:47]=2[O:49][CH2:50][C@@H:51]2[CH2:55][CH2:54][CH2:53][N:52]2[C:1](=[O:5])[CH2:2][OH:3])[N:42]=[CH:41][N:40]=1, predict the reactants needed to synthesize it. The reactants are: [C:1]([OH:5])(=O)[CH2:2][OH:3].F[P-](F)(F)(F)(F)F.N1(OC(N(C)C)=[N+](C)C)C2N=CC=CC=2N=N1.[Cl:30][C:31]1[CH:32]=[C:33]([NH:38][C:39]2[C:48]3[C:43](=[CH:44][C:45]([O:56][CH3:57])=[CH:46][C:47]=3[O:49][CH2:50][C@@H:51]3[CH2:55][CH2:54][CH2:53][NH:52]3)[N:42]=[CH:41][N:40]=2)[CH:34]=[CH:35][C:36]=1[F:37].C(N(CC)C(C)C)(C)C.